From a dataset of Peptide-MHC class II binding affinity with 134,281 pairs from IEDB. Regression. Given a peptide amino acid sequence and an MHC pseudo amino acid sequence, predict their binding affinity value. This is MHC class II binding data. (1) The peptide sequence is VALRTAVASVLSATV. The MHC is HLA-DQA10301-DQB10302 with pseudo-sequence HLA-DQA10301-DQB10302. The binding affinity (normalized) is 0.292. (2) The peptide sequence is SIVYEADHHILHLPGCVPCV. The MHC is DRB5_0101 with pseudo-sequence DRB5_0101. The binding affinity (normalized) is 0.356. (3) The peptide sequence is SQPLELSWNLNGLQAY. The MHC is DRB1_1302 with pseudo-sequence DRB1_1302. The binding affinity (normalized) is 0.713. (4) The peptide sequence is TTAAGAASGAATVAA. The MHC is DRB1_0405 with pseudo-sequence DRB1_0405. The binding affinity (normalized) is 0.130. (5) The peptide sequence is EKKYFAATQFEPLKA. The MHC is HLA-DPA10201-DPB10501 with pseudo-sequence HLA-DPA10201-DPB10501. The binding affinity (normalized) is 0.854. (6) The peptide sequence is AFKVAATAANAQPAN. The MHC is HLA-DPA10103-DPB10301 with pseudo-sequence HLA-DPA10103-DPB10301. The binding affinity (normalized) is 0.571.